This data is from Forward reaction prediction with 1.9M reactions from USPTO patents (1976-2016). The task is: Predict the product of the given reaction. (1) Given the reactants [Cl:1][C:2]1[CH:3]=[C:4]([N:9]2[CH2:18][CH2:17][C:12]3(OCCO3)[CH2:11][CH2:10]2)[CH:5]=[CH:6][C:7]=1[Cl:8].Cl.[NH2:20][OH:21], predict the reaction product. The product is: [Cl:1][C:2]1[CH:3]=[C:4]([N:9]2[CH2:18][CH2:17][C:12](=[N:20][OH:21])[CH2:11][CH2:10]2)[CH:5]=[CH:6][C:7]=1[Cl:8]. (2) Given the reactants [CH2:1]([O:8][C:9]1[C:10](=[O:16])[NH:11][CH:12]=[C:13]([Br:15])[CH:14]=1)[C:2]1[CH:7]=[CH:6][CH:5]=[CH:4][CH:3]=1.[C:17]([O-])([O-])=O.[K+].[K+].IC.O, predict the reaction product. The product is: [CH2:1]([O:8][C:9]1[C:10](=[O:16])[N:11]([CH3:17])[CH:12]=[C:13]([Br:15])[CH:14]=1)[C:2]1[CH:7]=[CH:6][CH:5]=[CH:4][CH:3]=1.